From a dataset of Reaction yield outcomes from USPTO patents with 853,638 reactions. Predict the reaction yield, written as a fraction of the theoretical maximum amount of product (1.0 means a 100% yield; for example, 0.34 means a 34% yield). (1) The reactants are [C:1]([C:3]1[C:8]([F:9])=[CH:7][C:6]([N+:10]([O-])=O)=[CH:5][N:4]=1)#[N:2].CCOC(C)=O.CC(O)=O. The catalyst is [Fe].CCOCC. The product is [NH2:10][C:6]1[CH:7]=[C:8]([F:9])[C:3]([C:1]#[N:2])=[N:4][CH:5]=1. The yield is 0.940. (2) The reactants are [F:1][C:2]1[CH:3]=[C:4]([NH2:9])[C:5]([NH2:8])=[CH:6][CH:7]=1.[C:10](N1C=CN=C1)(N1C=CN=C1)=[O:11].N. The catalyst is C1COCC1.O. The product is [F:1][C:2]1[CH:7]=[CH:6][C:5]2[NH:8][C:10](=[O:11])[NH:9][C:4]=2[CH:3]=1. The yield is 0.520. (3) The reactants are Cl.[F:2][C:3]1[CH:41]=[CH:40][CH:39]=[C:38]([F:42])[C:4]=1[CH2:5][N:6]1[C:11]2[S:12][C:13]([C:19]3[CH:24]=[CH:23][C:22]([N+:25]([O-])=O)=[CH:21][CH:20]=3)=[C:14]([CH2:15][N:16]([CH3:18])[CH3:17])[C:10]=2[C:9](=[O:28])[N:8]([C:29]2[N:30]=[N:31][C:32]([O:35][CH3:36])=[CH:33][CH:34]=2)[C:7]1=[O:37].CO.Cl.O. The catalyst is [Pd].C(N(CC)CC)C. The product is [NH2:25][C:22]1[CH:23]=[CH:24][C:19]([C:13]2[S:12][C:11]3[N:6]([CH2:5][C:4]4[C:38]([F:42])=[CH:39][CH:40]=[CH:41][C:3]=4[F:2])[C:7](=[O:37])[N:8]([C:29]4[N:30]=[N:31][C:32]([O:35][CH3:36])=[CH:33][CH:34]=4)[C:9](=[O:28])[C:10]=3[C:14]=2[CH2:15][N:16]([CH3:17])[CH3:18])=[CH:20][CH:21]=1. The yield is 0.841. (4) The reactants are [N:1]1([C:5]([C:7]2[CH:28]=[CH:27][C:10]([O:11][C:12]3[CH:13]=[C:14]([CH:18]=[C:19]([O:21][C@@H:22]([CH3:26])[CH2:23][O:24][CH3:25])[CH:20]=3)[C:15]([OH:17])=O)=[C:9]([F:29])[CH:8]=2)=[O:6])[CH2:4][CH2:3][CH2:2]1.CN(C(O[N:38]1[N:46]=N[C:40]2[CH:41]=CC=[N:44][C:39]1=2)=[N+](C)C)C.F[P-](F)(F)(F)(F)F.NC1C=CN(C(OC(C)(C)C)=O)N=1.CCN(C(C)C)C(C)C.FC(F)(F)C(O)=O.C(=O)([O-])[O-].[Na+].[Na+]. The catalyst is CN(C=O)C.C(Cl)Cl.O. The product is [N:1]1([C:5]([C:7]2[CH:28]=[CH:27][C:10]([O:11][C:12]3[CH:13]=[C:14]([CH:18]=[C:19]([O:21][C@@H:22]([CH3:26])[CH2:23][O:24][CH3:25])[CH:20]=3)[C:15]([NH:44][C:39]3[CH:40]=[CH:41][NH:46][N:38]=3)=[O:17])=[C:9]([F:29])[CH:8]=2)=[O:6])[CH2:2][CH2:3][CH2:4]1. The yield is 0.0700.